From a dataset of Forward reaction prediction with 1.9M reactions from USPTO patents (1976-2016). Predict the product of the given reaction. (1) Given the reactants F[C:2]1[CH:7]=[C:6]([C:8]2[CH:13]=[CH:12][C:11]([C:14]([F:17])([F:16])[F:15])=[CH:10][CH:9]=2)[N:5]=[CH:4][N:3]=1.[CH:18]1[C:27]2[C:22](=[CH:23][CH:24]=[CH:25][CH:26]=2)[C:21]([OH:28])=[CH:20][N:19]=1, predict the reaction product. The product is: [F:15][C:14]([F:17])([F:16])[C:11]1[CH:12]=[CH:13][C:8]([C:6]2[N:5]=[CH:4][N:3]=[C:2]([O:28][C:21]3[C:22]4[C:27](=[CH:26][CH:25]=[CH:24][CH:23]=4)[CH:18]=[N:19][CH:20]=3)[CH:7]=2)=[CH:9][CH:10]=1. (2) Given the reactants [N:1]1([CH2:7][CH2:8][CH2:9][OH:10])[CH2:6][CH2:5][CH2:4][CH2:3][CH2:2]1.[H-].[Na+].[F:13][C:14]1[C:19](F)=[CH:18][C:17]([NH2:21])=[C:16]([N+:22]([O-:24])=[O:23])[CH:15]=1.C(=O)(O)[O-].[Na+], predict the reaction product. The product is: [F:13][C:14]1[C:19]([O:10][CH2:9][CH2:8][CH2:7][N:1]2[CH2:6][CH2:5][CH2:4][CH2:3][CH2:2]2)=[CH:18][C:17]([NH2:21])=[C:16]([N+:22]([O-:24])=[O:23])[CH:15]=1. (3) Given the reactants [CH:1]1([C:4]2[C:5]([N+:15]([O-:17])=[O:16])=[CH:6][C:7]([N+:12]([O-])=O)=[C:8]([CH:11]=2)[CH:9]=O)[CH2:3][CH2:2]1.[CH3:18][C:19]1[CH:20]=[CH:21][C:22]([NH2:25])=[N:23][CH:24]=1.C1(P(C2C=CC=CC=2)C2C=CC=CC=2)C=CC=CC=1, predict the reaction product. The product is: [CH:1]1([C:4]2[C:5]([N+:15]([O-:17])=[O:16])=[CH:6][C:7]3[C:8](=[CH:9][N:25]([C:22]4[CH:21]=[CH:20][C:19]([CH3:18])=[CH:24][N:23]=4)[N:12]=3)[CH:11]=2)[CH2:3][CH2:2]1. (4) Given the reactants [OH:1][C:2]1[C:7]([CH2:8][CH:9]=[C:10]([CH3:12])[CH3:11])=[C:6]([OH:13])[C:5]([CH2:14][CH:15]=[C:16]([CH3:18])[CH3:17])=[C:4]([OH:19])[C:3]=1[C:20](=[O:22])[CH3:21].C(=O)([O-])[O-].[K+].[K+].[F:29][C:30]1[CH:31]=[C:32]([CH:36]=[CH:37][C:38]=1[Cl:39])[C:33](Cl)=O, predict the reaction product. The product is: [F:29][C:30]1[CH:31]=[C:32]([C:33]2[O:1][C:2]3[C:7]([CH2:8][CH:9]=[C:10]([CH3:12])[CH3:11])=[C:6]([OH:13])[C:5]([CH2:14][CH:15]=[C:16]([CH3:17])[CH3:18])=[C:4]([OH:19])[C:3]=3[C:20](=[O:22])[CH:21]=2)[CH:36]=[CH:37][C:38]=1[Cl:39]. (5) Given the reactants [CH3:1][O:2][C:3]1[CH:8]=[CH:7][C:6]([C:9]([F:12])([F:11])[F:10])=[CH:5][C:4]=1B(O)O.Br[C:17]1[CH:22]=[CH:21][CH:20]=[CH:19][N:18]=1.C(=O)([O-])[O-].[Na+].[Na+], predict the reaction product. The product is: [CH3:1][O:2][C:3]1[CH:8]=[CH:7][C:6]([C:9]([F:12])([F:11])[F:10])=[CH:5][C:4]=1[C:17]1[CH:22]=[CH:21][CH:20]=[CH:19][N:18]=1. (6) Given the reactants Br[CH2:2][CH2:3][N:4]1[C:12]([S:13][C:14]2[CH:19]=[C:18]([Cl:20])[CH:17]=[C:16]([Cl:21])[CH:15]=2)=[N:11][C:10]2[C:5]1=[N:6][CH:7]=[N:8][C:9]=2[NH2:22].[CH:23]1([C@H:26]([NH2:28])[CH3:27])[CH2:25][CH2:24]1, predict the reaction product. The product is: [CH:23]1([C@H:26]([NH:28][CH2:2][CH2:3][N:4]2[C:12]([S:13][C:14]3[CH:19]=[C:18]([Cl:20])[CH:17]=[C:16]([Cl:21])[CH:15]=3)=[N:11][C:10]3[C:5]2=[N:6][CH:7]=[N:8][C:9]=3[NH2:22])[CH3:27])[CH2:25][CH2:24]1. (7) Given the reactants [Cl:1][C:2]1[N:7]=[C:6](Cl)[C:5]([Cl:9])=[CH:4][N:3]=1.[CH3:10][P:11]([C:14]1[CH:20]=[CH:19][C:17]([NH2:18])=[CH:16][CH:15]=1)([CH3:13])=[O:12].C(=O)([O-])[O-].[K+].[K+].C(=O)(O)[O-].[Na+], predict the reaction product. The product is: [Cl:1][C:2]1[N:7]=[C:6]([NH:18][C:17]2[CH:16]=[CH:15][C:14]([P:11]([CH3:13])([CH3:10])=[O:12])=[CH:20][CH:19]=2)[C:5]([Cl:9])=[CH:4][N:3]=1.